From a dataset of NCI-60 drug combinations with 297,098 pairs across 59 cell lines. Regression. Given two drug SMILES strings and cell line genomic features, predict the synergy score measuring deviation from expected non-interaction effect. Drug 1: C1CC(=O)NC(=O)C1N2CC3=C(C2=O)C=CC=C3N. Drug 2: C1=NC2=C(N=C(N=C2N1C3C(C(C(O3)CO)O)F)Cl)N. Cell line: SF-539. Synergy scores: CSS=22.5, Synergy_ZIP=-8.08, Synergy_Bliss=-1.05, Synergy_Loewe=0.173, Synergy_HSA=0.413.